From a dataset of Forward reaction prediction with 1.9M reactions from USPTO patents (1976-2016). Predict the product of the given reaction. (1) Given the reactants [O:1]=[C:2]1[NH:6][C:5](=[O:7])[C:4](=[CH:8][C:9]2[O:13][C:12]([C:14]3[CH:22]=[CH:21][C:17]([C:18]([OH:20])=[O:19])=[CH:16][CH:15]=3)=[CH:11][CH:10]=2)S1.[CH3:23][N:24]1CC(=O)NC1=O, predict the reaction product. The product is: [CH3:23][N:24]1[C:4](=[CH:8][C:9]2[O:13][C:12]([C:14]3[CH:22]=[CH:21][C:17]([C:18]([OH:20])=[O:19])=[CH:16][CH:15]=3)=[CH:11][CH:10]=2)[C:5](=[O:7])[NH:6][C:2]1=[O:1]. (2) The product is: [F:12][C:13]([F:24])([F:23])[C:14]1[CH:19]=[C:18]([C:2]2[S:6][C:5]([C:7]([O:9][CH2:10][CH3:11])=[O:8])=[CH:4][CH:3]=2)[CH:17]=[CH:16][CH:15]=1. Given the reactants Br[C:2]1[S:6][C:5]([C:7]([O:9][CH2:10][CH3:11])=[O:8])=[CH:4][CH:3]=1.[F:12][C:13]([F:24])([F:23])[C:14]1[CH:15]=[C:16](B(O)O)[CH:17]=[CH:18][CH:19]=1.C(=O)([O-])[O-].[Na+].[Na+].O, predict the reaction product. (3) The product is: [Cl:1][C:2]1[CH:3]=[N:4][C:5]([N:12]2[CH2:15][CH:14]([CH2:16][O:17][C:18]3[CH:23]=[CH:22][C:21]([F:24])=[CH:20][CH:19]=3)[CH2:13]2)=[C:6]([CH:11]=1)[C:7]([OH:9])=[O:8]. Given the reactants [Cl:1][C:2]1[CH:3]=[N:4][C:5]([N:12]2[CH2:15][CH:14]([CH2:16][O:17][C:18]3[CH:23]=[CH:22][C:21]([F:24])=[CH:20][CH:19]=3)[CH2:13]2)=[C:6]([CH:11]=1)[C:7]([O:9]C)=[O:8].O.[OH-].[Li+], predict the reaction product. (4) Given the reactants CC1(C)C(C)(C)OB([C:9]2[CH:10]=[CH:11][C:12]([NH2:15])=[N:13][CH:14]=2)O1.I[C:18]1[CH:23]=[N:22][CH:21]=[CH:20][N:19]=1.C1(C)C=CC=CC=1.C([O-])([O-])=O.[Na+].[Na+], predict the reaction product. The product is: [N:19]1[CH:20]=[CH:21][N:22]=[CH:23][C:18]=1[C:9]1[CH:10]=[CH:11][C:12]([NH2:15])=[N:13][CH:14]=1.